This data is from Forward reaction prediction with 1.9M reactions from USPTO patents (1976-2016). The task is: Predict the product of the given reaction. (1) Given the reactants F[C:2]1[CH:7]=[CH:6][C:5]([NH:8][S:9]([C:12]2[CH:17]=[CH:16][CH:15]=[CH:14][CH:13]=2)(=[O:11])=[O:10])=[CH:4][C:3]=1[N+:18]([O-:20])=[O:19].[CH:21]1([CH2:25][NH2:26])[CH2:24][CH2:23][CH2:22]1.CCO, predict the reaction product. The product is: [CH:21]1([CH2:25][NH:26][C:2]2[CH:7]=[CH:6][C:5]([NH:8][S:9]([C:12]3[CH:17]=[CH:16][CH:15]=[CH:14][CH:13]=3)(=[O:11])=[O:10])=[CH:4][C:3]=2[N+:18]([O-:20])=[O:19])[CH2:24][CH2:23][CH2:22]1. (2) Given the reactants Cl.[NH2:2][CH2:3][CH2:4][CH2:5][CH2:6][NH:7][S:8]([CH3:11])(=[O:10])=[O:9].Cl[C:13]1[C:22]2[C:17](=[CH:18][C:19]([C:23]3[CH:28]=[CH:27][CH:26]=[CH:25][CH:24]=3)=[CH:20][CH:21]=2)[N:16]=[CH:15][C:14]=1[N+:29]([O-:31])=[O:30].C(N(CC)CC)C.O, predict the reaction product. The product is: [N+:29]([C:14]1[CH:15]=[N:16][C:17]2[C:22]([C:13]=1[NH:2][CH2:3][CH2:4][CH2:5][CH2:6][NH:7][S:8]([CH3:11])(=[O:10])=[O:9])=[CH:21][CH:20]=[C:19]([C:23]1[CH:28]=[CH:27][CH:26]=[CH:25][CH:24]=1)[CH:18]=2)([O-:31])=[O:30]. (3) Given the reactants C1(C(C2C3C(=C(CSC)C=CC=3)NC=2)(C2C=CC([C:12]([F:15])([F:14])[F:13])=CC=2)C)CC1.Cl[C:29]1[CH:34]=[CH:33][C:32]([C:35]([C:40]2[C:48]3[C:43](=[C:44]([CH2:49][S:50]([CH3:53])(=[O:52])=[O:51])[CH:45]=[CH:46][CH:47]=3)[NH:42][CH:41]=2)([CH:37]2[CH2:39][CH2:38]2)[CH3:36])=[CH:31][CH:30]=1, predict the reaction product. The product is: [CH:37]1([C:35]([C:40]2[C:48]3[C:43](=[C:44]([CH2:49][S:50]([CH3:53])(=[O:52])=[O:51])[CH:45]=[CH:46][CH:47]=3)[NH:42][CH:41]=2)([C:32]2[CH:33]=[CH:34][C:29]([C:12]([F:15])([F:14])[F:13])=[CH:30][CH:31]=2)[CH3:36])[CH2:39][CH2:38]1. (4) Given the reactants C(#N)C.CS(C)=O.[CH:8]([O-:10])=O.[Na+].Br[C:13]1[CH:14]=[C:15]2[C:20](=[CH:21][CH:22]=1)[N:19]=[C:18]([NH:23][CH3:24])[N:17]=[C:16]2[O:25][CH2:26][CH3:27], predict the reaction product. The product is: [CH2:26]([O:25][C:16]1[C:15]2[C:20](=[CH:21][CH:22]=[C:13]([CH:8]=[O:10])[CH:14]=2)[N:19]=[C:18]([NH:23][CH3:24])[N:17]=1)[CH3:27].